The task is: Regression. Given two drug SMILES strings and cell line genomic features, predict the synergy score measuring deviation from expected non-interaction effect.. This data is from NCI-60 drug combinations with 297,098 pairs across 59 cell lines. (1) Drug 1: CC1C(C(CC(O1)OC2CC(OC(C2O)C)OC3=CC4=CC5=C(C(=O)C(C(C5)C(C(=O)C(C(C)O)O)OC)OC6CC(C(C(O6)C)O)OC7CC(C(C(O7)C)O)OC8CC(C(C(O8)C)O)(C)O)C(=C4C(=C3C)O)O)O)O. Drug 2: CN1C2=C(C=C(C=C2)N(CCCl)CCCl)N=C1CCCC(=O)O.Cl. Cell line: OVCAR-8. Synergy scores: CSS=13.3, Synergy_ZIP=1.57, Synergy_Bliss=3.92, Synergy_Loewe=-53.7, Synergy_HSA=1.77. (2) Drug 1: C1CCC(CC1)NC(=O)N(CCCl)N=O. Drug 2: CC1=CC2C(CCC3(C2CCC3(C(=O)C)OC(=O)C)C)C4(C1=CC(=O)CC4)C. Cell line: M14. Synergy scores: CSS=2.94, Synergy_ZIP=0.478, Synergy_Bliss=2.83, Synergy_Loewe=-2.36, Synergy_HSA=-0.172. (3) Drug 1: C1=CC(=CC=C1CC(C(=O)O)N)N(CCCl)CCCl.Cl. Drug 2: CCN(CC)CCNC(=O)C1=C(NC(=C1C)C=C2C3=C(C=CC(=C3)F)NC2=O)C. Cell line: A498. Synergy scores: CSS=0.229, Synergy_ZIP=0.142, Synergy_Bliss=1.78, Synergy_Loewe=-2.84, Synergy_HSA=-2.12. (4) Cell line: BT-549. Drug 2: CC(C)(C#N)C1=CC(=CC(=C1)CN2C=NC=N2)C(C)(C)C#N. Synergy scores: CSS=-1.96, Synergy_ZIP=0.235, Synergy_Bliss=-2.87, Synergy_Loewe=-2.75, Synergy_HSA=-5.21. Drug 1: CC1=CC2C(CCC3(C2CCC3(C(=O)C)OC(=O)C)C)C4(C1=CC(=O)CC4)C.